From a dataset of HIV replication inhibition screening data with 41,000+ compounds from the AIDS Antiviral Screen. Binary Classification. Given a drug SMILES string, predict its activity (active/inactive) in a high-throughput screening assay against a specified biological target. The drug is CC(C)C1COC2(C)CCC(=O)N12. The result is 0 (inactive).